From a dataset of Forward reaction prediction with 1.9M reactions from USPTO patents (1976-2016). Predict the product of the given reaction. (1) Given the reactants [S:1]1[C:6]2[CH:7]=[CH:8][CH:9]=[CH:10][C:5]=2[NH:4][C:3](=[O:11])[CH2:2]1.[H-].[Na+].Br[CH2:15][C:16]([O:18][CH3:19])=[O:17].C(O)(=O)CC(CC(O)=O)(C(O)=O)O, predict the reaction product. The product is: [CH3:19][O:18][C:16](=[O:17])[CH2:15][N:4]1[C:5]2[CH:10]=[CH:9][CH:8]=[CH:7][C:6]=2[S:1][CH2:2][C:3]1=[O:11]. (2) Given the reactants CS(O[N:6]=[C:7](Cl)[C@H:8]1[CH2:12][O:11][C:10]2([CH2:17][CH2:16][CH2:15][CH2:14][CH2:13]2)[O:9]1)(=O)=O.N1C=CC=CC=1.[S-:25][C:26]#[N:27].[Na+].[Br:29][C:30]1[CH:31]=[C:32]([O:37][C:38]2[C:39]([CH3:45])=[N:40][N:41]([CH3:44])[C:42]=2[CH3:43])[C:33]([NH2:36])=[N:34][CH:35]=1, predict the reaction product. The product is: [Br:29][C:30]1[CH:31]=[C:32]([O:37][C:38]2[C:39]([CH3:45])=[N:40][N:41]([CH3:44])[C:42]=2[CH3:43])[C:33]([NH:36][C:26]2[S:25][N:6]=[C:7]([C@H:8]3[CH2:12][O:11][C:10]4([CH2:13][CH2:14][CH2:15][CH2:16][CH2:17]4)[O:9]3)[N:27]=2)=[N:34][CH:35]=1. (3) Given the reactants Cl.[CH3:2][C:3]1[CH:4]=[C:5]([CH:21]=[CH:22][N:23]=1)[C:6]([C:8]1[O:9][C:10]2[CH:16]=[CH:15][C:14]([CH2:17][C:18]([OH:20])=O)=[CH:13][C:11]=2[CH:12]=1)=[O:7].Cl.[CH3:25][C:26]1[CH:31]=[C:30]([CH3:32])[CH:29]=[CH:28][C:27]=1[CH:33]([C:35]1[CH:40]=[CH:39][CH:38]=[CH:37][CH:36]=1)[NH2:34], predict the reaction product. The product is: [CH3:25][C:26]1[CH:31]=[C:30]([CH3:32])[CH:29]=[CH:28][C:27]=1[CH:33]([C:35]1[CH:40]=[CH:39][CH:38]=[CH:37][CH:36]=1)[NH:34][C:18](=[O:20])[CH2:17][C:14]1[CH:15]=[CH:16][C:10]2[O:9][C:8]([C:6](=[O:7])[C:5]3[CH:21]=[CH:22][N:23]=[C:3]([CH3:2])[CH:4]=3)=[CH:12][C:11]=2[CH:13]=1. (4) Given the reactants Cl[C:2]1[N:7]=[CH:6][N:5]=[C:4]([NH:8][C:9]2[CH:10]=[N:11][N:12]([CH:14]3[CH2:19][CH2:18][N:17]([C:20]([O:22][C:23]([CH3:26])([CH3:25])[CH3:24])=[O:21])[CH2:16][CH2:15]3)[CH:13]=2)[N:3]=1.[F:27][C@@H:28]1[CH2:33][CH2:32][CH2:31][CH2:30][C@@H:29]1[O:34][C:35]1[CH:42]=[CH:41][C:40](B2OC(C)(C)C(C)(C)O2)=[CH:39][C:36]=1[C:37]#[N:38].C(=O)([O-])[O-].[Na+].[Na+], predict the reaction product. The product is: [C:37]([C:36]1[CH:39]=[C:40]([C:2]2[N:7]=[CH:6][N:5]=[C:4]([NH:8][C:9]3[CH:10]=[N:11][N:12]([CH:14]4[CH2:19][CH2:18][N:17]([C:20]([O:22][C:23]([CH3:26])([CH3:25])[CH3:24])=[O:21])[CH2:16][CH2:15]4)[CH:13]=3)[N:3]=2)[CH:41]=[CH:42][C:35]=1[O:34][C@H:29]1[CH2:30][CH2:31][CH2:32][CH2:33][C@H:28]1[F:27])#[N:38]. (5) Given the reactants [F:1][C:2]1[CH:7]=[C:6]([C:8]([F:11])([F:10])[F:9])[CH:5]=[CH:4][C:3]=1[NH:12][C:13]1[C:22]2[CH:21]=[CH:20][CH:19]=[C:18]([NH2:23])[C:17]=2[CH:16]=[CH:15][N:14]=1.[Cl:24][C:25]1[CH:33]=[CH:32][C:31]([CH2:34][NH:35][C:36](=[O:41])[C:37]([CH3:40])([CH3:39])[CH3:38])=[CH:30][C:26]=1[C:27](O)=[O:28].C(Cl)(=O)C(Cl)=O.CCN(C(C)C)C(C)C, predict the reaction product. The product is: [Cl:24][C:25]1[CH:33]=[CH:32][C:31]([CH2:34][NH:35][C:36](=[O:41])[C:37]([CH3:39])([CH3:38])[CH3:40])=[CH:30][C:26]=1[C:27]([NH:23][C:18]1[CH:19]=[CH:20][CH:21]=[C:22]2[C:17]=1[CH:16]=[CH:15][N:14]=[C:13]2[NH:12][C:3]1[CH:4]=[CH:5][C:6]([C:8]([F:9])([F:10])[F:11])=[CH:7][C:2]=1[F:1])=[O:28]. (6) Given the reactants [Cl:1][C:2]1[CH:3]=[C:4]([C:8]2[N:16]=[C:15]([C:17]#[N:18])[N:14]=[C:13]3[C:9]=2[N:10]([CH2:28][C@H:29]2[CH2:34][CH2:33][C@H:32]([CH3:35])[CH2:31][CH2:30]2)[C:11]([C:19]([C:21]2[CH:26]=[CH:25][CH:24]=[CH:23][C:22]=2[F:27])=[CH2:20])=[N:12]3)[CH:5]=[N:6][CH:7]=1, predict the reaction product. The product is: [Cl:1][C:2]1[CH:3]=[C:4]([C:8]2[N:16]=[C:15]([C:17]#[N:18])[N:14]=[C:13]3[C:9]=2[N:10]([CH2:28][C@H:29]2[CH2:30][CH2:31][C@H:32]([CH3:35])[CH2:33][CH2:34]2)[C:11]([CH:19]([C:21]2[CH:26]=[CH:25][CH:24]=[CH:23][C:22]=2[F:27])[CH3:20])=[N:12]3)[CH:5]=[N:6][CH:7]=1. (7) Given the reactants N.C(=O)([O-])[O-].[K+].[K+].Br[C:9]1[CH:14]=[C:13]([O:15][CH:16]([F:18])[F:17])[CH:12]=[C:11]([Cl:19])[N:10]=1.C[NH:21]CCNC, predict the reaction product. The product is: [Cl:19][C:11]1[N:10]=[C:9]([NH2:21])[CH:14]=[C:13]([O:15][CH:16]([F:18])[F:17])[CH:12]=1. (8) The product is: [O:34]([C:31]1[CH:30]=[C:27]2[C:26](=[CH:33][CH:32]=1)[N:23]=[C:21]([NH2:22])[C:9]([CH:10]([CH:15]1[CH2:16][CH2:17][O:18][CH2:19][CH2:20]1)[CH2:11][CH2:12][CH:13]=[CH2:14])=[CH:28]2)[C:35]1[CH:36]=[CH:37][CH:38]=[CH:39][CH:40]=1. Given the reactants C(OP([CH:9]([C:21]#[N:22])[CH:10]([CH:15]1[CH2:20][CH2:19][O:18][CH2:17][CH2:16]1)[CH2:11][CH2:12][CH:13]=[CH2:14])(=O)OCC)C.[N+:23]([C:26]1[CH:33]=[CH:32][C:31]([O:34][C:35]2[CH:40]=[CH:39][CH:38]=[CH:37][CH:36]=2)=[CH:30][C:27]=1[CH:28]=O)([O-])=O.[Cl-].[NH4+], predict the reaction product.